Dataset: Forward reaction prediction with 1.9M reactions from USPTO patents (1976-2016). Task: Predict the product of the given reaction. (1) Given the reactants [N:1]1([C:7]2[N:12]=[CH:11][NH:10][C:9](=[O:13])[CH:8]=2)[CH2:6][CH2:5][NH:4][CH2:3][CH2:2]1.[Cl:14][C:15]1[CH:22]=[C:19]([CH:20]=O)[C:18]([OH:23])=[CH:17][CH:16]=1, predict the reaction product. The product is: [Cl:14][C:15]1[CH:16]=[CH:17][C:18]([OH:23])=[C:19]([CH:22]=1)[CH2:20][N:4]1[CH2:5][CH2:6][N:1]([C:7]2[N:12]=[CH:11][NH:10][C:9](=[O:13])[CH:8]=2)[CH2:2][CH2:3]1. (2) Given the reactants C1(C)C=CC(S([O-])(=O)=O)=CC=1.[CH3:12][N+:13]1[C:22]2[C:17](=[CH:18][CH:19]=[CH:20][CH:21]=2)[CH:16]=[CH:15][C:14]=1SC.[CH2:25]([N:32]1[C:36](=[O:37])[CH2:35][S:34][C:33]1=[N:38][C:39]1[CH:40]=[C:41]([CH:44]=[CH:45][C:46]=1[NH:47][CH2:48][CH3:49])[C:42]#[N:43])[C:26]1[CH:31]=[CH:30][CH:29]=[CH:28][CH:27]=1, predict the reaction product. The product is: [CH2:25]([N:32]1[C:36](=[O:37])[C:35](=[C:14]2[CH:15]=[CH:16][C:17]3[C:22](=[CH:21][CH:20]=[CH:19][CH:18]=3)[N:13]2[CH3:12])[S:34][C:33]1=[N:38][C:39]1[CH:40]=[C:41]([CH:44]=[CH:45][C:46]=1[NH:47][CH2:48][CH3:49])[C:42]#[N:43])[C:26]1[CH:31]=[CH:30][CH:29]=[CH:28][CH:27]=1.